This data is from Forward reaction prediction with 1.9M reactions from USPTO patents (1976-2016). The task is: Predict the product of the given reaction. (1) Given the reactants [C:1]1([Mg]Br)[CH:6]=[CH:5][CH:4]=[CH:3][CH:2]=1.COCN[C:13](=[O:29])[CH2:14][C@H:15]1[CH2:19][O:18][C:17]([CH3:21])([CH3:20])[N:16]1[C:22]([O:24][C:25]([CH3:28])([CH3:27])[CH3:26])=[O:23], predict the reaction product. The product is: [CH3:20][C:17]1([CH3:21])[N:16]([C:22]([O:24][C:25]([CH3:26])([CH3:27])[CH3:28])=[O:23])[C@@H:15]([CH2:14][C:13](=[O:29])[C:1]2[CH:6]=[CH:5][CH:4]=[CH:3][CH:2]=2)[CH2:19][O:18]1. (2) Given the reactants [CH2:1]([C:3]1[N:8]=[C:7]([C:9]2[N:10]([C:15]3[CH:16]=[C:17]4[C:21](=[CH:22][CH:23]=3)[N:20]([CH3:24])[CH:19]=[CH:18]4)[C:11]([SH:14])=[N:12][N:13]=2)[C:6]([O:25]C)=[CH:5][C:4]=1[O:27]C)[CH3:2].Cl.N1C=CC=CC=1.O, predict the reaction product. The product is: [CH2:1]([C:3]1[C:4]([OH:27])=[CH:5][C:6]([OH:25])=[C:7]([C:9]2[N:10]([C:15]3[CH:16]=[C:17]4[C:21](=[CH:22][CH:23]=3)[N:20]([CH3:24])[CH:19]=[CH:18]4)[C:11]([SH:14])=[N:12][N:13]=2)[N:8]=1)[CH3:2]. (3) Given the reactants [OH:1][C:2]1[CH2:7][C:6]([CH:15]([CH3:17])[CH3:16])([CH2:8][CH2:9][C:10]2[S:11][CH:12]=[CH:13][CH:14]=2)[O:5][C:4](=[O:18])[CH:3]=1.[C:19]([C:23]1[CH:28]=[C:27]([CH2:29][OH:30])[C:26]([CH3:31])=[CH:25][C:24]=1[S:32]S(C1C=CC(C)=CC=1)(=O)=O)([CH3:22])([CH3:21])[CH3:20].C(=O)([O-])[O-].[K+].[K+].CCOC(C)=O, predict the reaction product. The product is: [C:19]([C:23]1[CH:28]=[C:27]([CH2:29][OH:30])[C:26]([CH3:31])=[CH:25][C:24]=1[S:32][C:3]1[C:4](=[O:18])[O:5][C:6]([CH:15]([CH3:16])[CH3:17])([CH2:8][CH2:9][C:10]2[S:11][CH:12]=[CH:13][CH:14]=2)[CH2:7][C:2]=1[OH:1])([CH3:22])([CH3:21])[CH3:20]. (4) Given the reactants [C:1](=O)([O-])[O-].[K+].[K+].[CH:7]([C:10]1[CH:14]=[CH:13][N:12]([CH2:15][C:16]([OH:18])=[O:17])[CH:11]=1)([CH3:9])[CH3:8].CI, predict the reaction product. The product is: [CH:7]([C:10]1[CH:14]=[CH:13][N:12]([CH2:15][C:16]([O:18][CH3:1])=[O:17])[CH:11]=1)([CH3:9])[CH3:8]. (5) Given the reactants [S:1]([O-:5])([O-:4])(=[O:3])=[O:2].[Al+3:6].[S:7]([O-:11])([O-:10])(=[O:9])=[O:8].S([O-])([O-])(=O)=[O:13].[Al+3].S([O-])([O-])(=O)=[O:19].[NH4+:23].[NH4+], predict the reaction product. The product is: [NH4+:23].[OH2:2].[OH2:8].[OH2:13].[OH2:19].[OH2:2].[OH2:2].[OH2:2].[OH2:2].[OH2:2].[OH2:2].[OH2:2].[OH2:2].[O-:4][S:1]([O-:5])(=[O:3])=[O:2].[O-:10][S:7]([O-:11])(=[O:9])=[O:8].[Al+3:6]. (6) Given the reactants [CH:1]1([N:6]([C@H:24]([C:27]2[CH:32]=[CH:31][CH:30]=[CH:29]C=2)C=C)[C:7](=[O:23])[CH:8]([N:12]2[C:20](=[O:21])[C:19]3[C:14](=[CH:15][CH:16]=[CH:17][CH:18]=3)[C:13]2=[O:22])[CH2:9][CH:10]=[CH2:11])[CH2:5][CH2:4][CH2:3][CH2:2]1.[C:33]1([CH3:39])[CH:38]=[CH:37][CH:36]=[CH:35][CH:34]=1, predict the reaction product. The product is: [CH:1]1([N:6]2[C@H:24]([C:27]3[CH:32]=[CH:31][CH:30]=[CH:29][CH:33]=3)[CH:11]=[CH:10][CH2:9][C@@H:8]([N:12]3[C:20](=[O:21])[C:15]4[C:14](=[CH:19][CH:18]=[CH:17][CH:16]=4)[C:13]3=[O:22])[C:7]2=[O:23])[CH2:5][CH2:4][CH2:3][CH2:2]1.[CH:1]1([N:6]2[C@H:39]([C:33]3[CH:38]=[CH:37][CH:36]=[CH:35][CH:34]=3)[CH:11]=[CH:10][CH2:9][C@H:8]([N:12]3[C:20](=[O:21])[C:19]4[C:14](=[CH:15][CH:16]=[CH:17][CH:18]=4)[C:13]3=[O:22])[C:7]2=[O:23])[CH2:5][CH2:4][CH2:3][CH2:2]1. (7) Given the reactants [Cl:1][C:2]1[CH:3]=[C:4]([C:8]2[N:9]=[CH:10][NH:11][CH:12]=2)[CH:5]=[CH:6][CH:7]=1.I[C:14]1[C:19]([CH3:20])=[CH:18][CH:17]=[CH:16][C:15]=1[CH3:21].CN(C)CCN.C(=O)([O-])[O-].[Cs+].[Cs+], predict the reaction product. The product is: [Cl:1][C:2]1[CH:3]=[C:4]([C:8]2[N:9]=[CH:10][N:11]([C:14]3[C:19]([CH3:20])=[CH:18][CH:17]=[CH:16][C:15]=3[CH3:21])[CH:12]=2)[CH:5]=[CH:6][CH:7]=1.